This data is from Full USPTO retrosynthesis dataset with 1.9M reactions from patents (1976-2016). The task is: Predict the reactants needed to synthesize the given product. Given the product [CH2:1]([O:8][C@H:9]1[C@H:16]([OH:17])[C@@H:15]([CH2:18][O:19][S:26]([C:23]2[CH:24]=[CH:25][C:20]([CH3:30])=[CH:21][CH:22]=2)(=[O:28])=[O:27])[O:14][CH:11]([O:12][CH3:13])[CH2:10]1)[C:2]1[CH:3]=[CH:4][CH:5]=[CH:6][CH:7]=1, predict the reactants needed to synthesize it. The reactants are: [CH2:1]([O:8][C@H:9]1[C@H:16]([OH:17])[C@@H:15]([CH2:18][OH:19])[O:14][CH:11]([O:12][CH3:13])[CH2:10]1)[C:2]1[CH:7]=[CH:6][CH:5]=[CH:4][CH:3]=1.[C:20]1([CH3:30])[CH:25]=[CH:24][C:23]([S:26](Cl)(=[O:28])=[O:27])=[CH:22][CH:21]=1.Cl.